From a dataset of Forward reaction prediction with 1.9M reactions from USPTO patents (1976-2016). Predict the product of the given reaction. (1) Given the reactants [C:1]([C:3]1[CH:4]=[C:5]([O:9][CH2:10][CH2:11][CH2:12][C:13]([O:15][CH2:16][CH3:17])=[O:14])[CH:6]=[CH:7][CH:8]=1)#[N:2].C(O)=O.[ClH:21].C(OCC)(=O)C, predict the reaction product. The product is: [ClH:21].[NH2:2][CH2:1][C:3]1[CH:4]=[C:5]([O:9][CH2:10][CH2:11][CH2:12][C:13]([O:15][CH2:16][CH3:17])=[O:14])[CH:6]=[CH:7][CH:8]=1. (2) Given the reactants [N:1]1([C:7]([C:9]2[CH:14]=[C:13]([C:15]([F:18])([F:17])[F:16])[CH:12]=[C:11]([N+:19]([O-])=O)[CH:10]=2)=[O:8])[CH2:6][CH2:5][O:4][CH2:3][CH2:2]1.[Cl-].[NH4+], predict the reaction product. The product is: [NH2:19][C:11]1[CH:10]=[C:9]([C:7]([N:1]2[CH2:2][CH2:3][O:4][CH2:5][CH2:6]2)=[O:8])[CH:14]=[C:13]([C:15]([F:16])([F:17])[F:18])[CH:12]=1. (3) Given the reactants [CH:1]1[C:10]2[CH:9]=[CH:8][CH:7]=[C:6]([S:11]([OH:14])(=O)=[O:12])[C:5]=2[CH:4]=[CH:3][N:2]=1.S(Cl)([Cl:17])=O, predict the reaction product. The product is: [CH:1]1[C:10]2[CH:9]=[CH:8][CH:7]=[C:6]([S:11]([Cl:17])(=[O:14])=[O:12])[C:5]=2[CH:4]=[CH:3][N:2]=1. (4) Given the reactants [C:1]12([NH2:11])[CH2:10][CH:5]3[CH2:6][CH:7]([CH2:9][CH:3]([CH2:4]3)[CH2:2]1)[CH2:8]2.Cl[CH2:13][C:14]1[N:18]=[C:17]([CH2:19][O:20][CH3:21])[O:16][N:15]=1, predict the reaction product. The product is: [CH3:21][O:20][CH2:19][C:17]1[O:16][N:15]=[C:14]([CH2:13][NH:11][C:1]23[CH2:8][CH:7]4[CH2:6][CH:5]([CH2:4][CH:3]([CH2:9]4)[CH2:2]2)[CH2:10]3)[N:18]=1.